This data is from Catalyst prediction with 721,799 reactions and 888 catalyst types from USPTO. The task is: Predict which catalyst facilitates the given reaction. (1) Reactant: [C:1]([NH:9][C:10]1[C:19]2[C:14](=[CH:15][CH:16]=[CH:17][CH:18]=2)[C:13]([S:20]([OH:23])(=O)=[O:21])=[CH:12][CH:11]=1)(=[O:8])[C:2]1[CH:7]=[CH:6][CH:5]=[CH:4][CH:3]=1.S(Cl)([Cl:26])=O. Product: [C:1]([NH:9][C:10]1[C:19]2[C:14](=[CH:15][CH:16]=[CH:17][CH:18]=2)[C:13]([S:20]([Cl:26])(=[O:23])=[O:21])=[CH:12][CH:11]=1)(=[O:8])[C:2]1[CH:7]=[CH:6][CH:5]=[CH:4][CH:3]=1. The catalyst class is: 3. (2) Reactant: [NH:1]1[CH:5]=[N:4][C:3]([C:6]([O:8][CH3:9])=[O:7])=[N:2]1.[N+:10]([C:13]1[CH:20]=[CH:19][C:16]([CH2:17]Br)=[CH:15][CH:14]=1)([O-:12])=[O:11].C(=O)([O-])[O-].[K+].[K+].CN(C)C=O. Product: [N+:10]([C:13]1[CH:20]=[CH:19][C:16]([CH2:17][N:2]2[C:3]([C:6]([O:8][CH3:9])=[O:7])=[N:4][CH:5]=[N:1]2)=[CH:15][CH:14]=1)([O-:12])=[O:11]. The catalyst class is: 6.